Dataset: NCI-60 drug combinations with 297,098 pairs across 59 cell lines. Task: Regression. Given two drug SMILES strings and cell line genomic features, predict the synergy score measuring deviation from expected non-interaction effect. (1) Drug 1: C1C(C(OC1N2C=NC3=C(N=C(N=C32)Cl)N)CO)O. Drug 2: CN(C(=O)NC(C=O)C(C(C(CO)O)O)O)N=O. Cell line: MCF7. Synergy scores: CSS=0.0700, Synergy_ZIP=0.215, Synergy_Bliss=0.206, Synergy_Loewe=1.53, Synergy_HSA=-0.424. (2) Drug 1: CC1=C(C=C(C=C1)C(=O)NC2=CC(=CC(=C2)C(F)(F)F)N3C=C(N=C3)C)NC4=NC=CC(=N4)C5=CN=CC=C5. Drug 2: CC1=C2C(C(=O)C3(C(CC4C(C3C(C(C2(C)C)(CC1OC(=O)C(C(C5=CC=CC=C5)NC(=O)C6=CC=CC=C6)O)O)OC(=O)C7=CC=CC=C7)(CO4)OC(=O)C)O)C)OC(=O)C. Cell line: NCI/ADR-RES. Synergy scores: CSS=2.27, Synergy_ZIP=2.22, Synergy_Bliss=1.92, Synergy_Loewe=0.368, Synergy_HSA=-0.769. (3) Drug 1: CC12CCC3C(C1CCC2O)C(CC4=C3C=CC(=C4)O)CCCCCCCCCS(=O)CCCC(C(F)(F)F)(F)F. Drug 2: CC1C(C(CC(O1)OC2CC(CC3=C2C(=C4C(=C3O)C(=O)C5=C(C4=O)C(=CC=C5)OC)O)(C(=O)CO)O)N)O.Cl. Cell line: SK-MEL-2. Synergy scores: CSS=41.5, Synergy_ZIP=1.17, Synergy_Bliss=2.46, Synergy_Loewe=1.03, Synergy_HSA=1.36. (4) Drug 1: CN(C)N=NC1=C(NC=N1)C(=O)N. Drug 2: B(C(CC(C)C)NC(=O)C(CC1=CC=CC=C1)NC(=O)C2=NC=CN=C2)(O)O. Cell line: OVCAR-8. Synergy scores: CSS=-3.83, Synergy_ZIP=0.382, Synergy_Bliss=-3.01, Synergy_Loewe=-4.99, Synergy_HSA=-5.62.